This data is from Catalyst prediction with 721,799 reactions and 888 catalyst types from USPTO. The task is: Predict which catalyst facilitates the given reaction. (1) Reactant: [Br:1][C:2]1[CH:11]=[CH:10][CH:9]=[CH:8][C:3]=1[O:4][CH2:5][C:6]#[N:7]. Product: [Br:1][C:2]1[CH:11]=[CH:10][CH:9]=[CH:8][C:3]=1[O:4][CH2:5][CH2:6][NH2:7]. The catalyst class is: 7. (2) Reactant: C(OC)(=O)CCCCCCCCCCCCC.C(OC)(=O)CCCCCCCCCCCCCCC.[C:37]([O:56]C)(=[O:55])[CH2:38][CH2:39][CH2:40][CH2:41][CH2:42][CH2:43][CH2:44]/[CH:45]=[CH:46]\[CH2:47][CH2:48][CH2:49][CH2:50][CH2:51][CH2:52][CH2:53][CH3:54].C(OC)(=O)CCCCCCC/C=C\C/C=C\CCCCC. Product: [C:37]([OH:56])(=[O:55])[CH2:38][CH2:39][CH2:40][CH2:41][CH2:42][CH2:43][CH2:44]/[CH:45]=[CH:46]\[CH2:47][CH2:48][CH2:49][CH2:50][CH2:51][CH2:52][CH2:53][CH3:54]. The catalyst class is: 5. (3) Reactant: [CH2:1]([O:3][C:4]([CH2:6][CH2:7]P(C1C=CC=CC=1)(C1C=CC=CC=1)C1C=CC=CC=1)=[O:5])[CH3:2].[CH3:27][C:28]1[CH:29]=[C:30]([CH:33]=[C:34]([CH3:37])[C:35]=1[F:36])[CH:31]=O. Product: [F:36][C:35]1[C:28]([CH3:27])=[CH:29][C:30]([CH:31]=[C:6]([CH3:7])[C:4]([O:3][CH2:1][CH3:2])=[O:5])=[CH:33][C:34]=1[CH3:37]. The catalyst class is: 1. (4) The catalyst class is: 703. Reactant: [S:1]1[C:5]2[CH:6]=[CH:7][CH:8]=[CH:9][C:4]=2[N:3]=[C:2]1[O:10][C:11]1[CH:12]=[C:13]2[C:17](=[CH:18][CH:19]=1)[N:16]([CH2:20][CH3:21])[C:15]([CH2:22][OH:23])=[CH:14]2. Product: [S:1]1[C:5]2[CH:6]=[CH:7][CH:8]=[CH:9][C:4]=2[N:3]=[C:2]1[O:10][C:11]1[CH:12]=[C:13]2[C:17](=[CH:18][CH:19]=1)[N:16]([CH2:20][CH3:21])[C:15]([CH:22]=[O:23])=[CH:14]2.